Task: Predict the reactants needed to synthesize the given product.. Dataset: Full USPTO retrosynthesis dataset with 1.9M reactions from patents (1976-2016) Given the product [NH:8]1[CH2:13][CH2:12][CH2:11][CH2:10][C@@H:9]1[C:14]1[CH:18]=[C:17]([C:19]2[CH:20]=[C:21]([CH:22]=[CH:23][CH:24]=2)[C:25]#[N:26])[O:16][N:15]=1, predict the reactants needed to synthesize it. The reactants are: C(OC([N:8]1[CH2:13][CH2:12][CH2:11][CH2:10][C@@H:9]1[C:14]1[CH:18]=[C:17]([C:19]2[CH:24]=[CH:23][CH:22]=[C:21]([C:25]#[N:26])[CH:20]=2)[O:16][N:15]=1)=O)(C)(C)C.C(O)(C(F)(F)F)=O.